From a dataset of Reaction yield outcomes from USPTO patents with 853,638 reactions. Predict the reaction yield, written as a fraction of the theoretical maximum amount of product (1.0 means a 100% yield; for example, 0.34 means a 34% yield). The reactants are [C:1]([NH:5][S:6]([C:9]1[CH:10]=[N:11][N:12]2[C:17]([NH:18][C:19]3[CH:24]=[CH:23][C:22]([F:25])=[CH:21][C:20]=3[Cl:26])=[C:16]([C:27]([O:29]CC)=O)[CH:15]=[N:14][C:13]=12)(=[O:8])=[O:7])([CH3:4])([CH3:3])[CH3:2].[F:32][C:33]1[CH:38]=[CH:37][C:36]([CH:39]2[CH2:44][CH2:43][NH:42][CH2:41][CH2:40]2)=[CH:35][CH:34]=1. No catalyst specified. The product is [C:1]([NH:5][S:6]([C:9]1[CH:10]=[N:11][N:12]2[C:17]([NH:18][C:19]3[CH:24]=[CH:23][C:22]([F:25])=[CH:21][C:20]=3[Cl:26])=[C:16]([C:27]([N:42]3[CH2:43][CH2:44][CH:39]([C:36]4[CH:35]=[CH:34][C:33]([F:32])=[CH:38][CH:37]=4)[CH2:40][CH2:41]3)=[O:29])[CH:15]=[N:14][C:13]=12)(=[O:8])=[O:7])([CH3:4])([CH3:3])[CH3:2]. The yield is 0.930.